Dataset: Full USPTO retrosynthesis dataset with 1.9M reactions from patents (1976-2016). Task: Predict the reactants needed to synthesize the given product. (1) Given the product [Cl:11][CH2:12][CH2:13][CH2:14][CH2:15][C:16]([C:9]1[CH:8]=[CH:7][C:6]2[O:1][CH2:2][CH2:3][O:4][C:5]=2[CH:10]=1)=[O:17], predict the reactants needed to synthesize it. The reactants are: [O:1]1[C:6]2[CH:7]=[CH:8][CH:9]=[CH:10][C:5]=2[O:4][CH2:3][CH2:2]1.[Cl:11][CH2:12][CH2:13][CH2:14][CH2:15][C:16](Cl)=[O:17]. (2) Given the product [Cl:1][CH2:2][CH2:3][CH2:4][S:5]([O:8][CH2:9][C:10]([CH3:26])([CH3:25])[C@@H:11]([O:15][CH2:16][C:17]1[CH:22]=[CH:21][C:20]([O:23][CH3:24])=[CH:19][CH:18]=1)[C:12]([O:14][C@H:39]([C:33]1[CH:38]=[CH:37][CH:36]=[CH:35][CH:34]=1)[CH3:40])=[O:13])(=[O:7])=[O:6], predict the reactants needed to synthesize it. The reactants are: [Cl:1][CH2:2][CH2:3][CH2:4][S:5]([O:8][CH2:9][C:10]([CH3:26])([CH3:25])[C@@H:11]([O:15][CH2:16][C:17]1[CH:22]=[CH:21][C:20]([O:23][CH3:24])=[CH:19][CH:18]=1)[C:12]([OH:14])=[O:13])(=[O:7])=[O:6].C(Cl)(=O)C(Cl)=O.[C:33]1([C@@H:39](O)[CH3:40])[CH:38]=[CH:37][CH:36]=[CH:35][CH:34]=1.N1C=CC=CC=1.